From a dataset of Skin sensitization/reaction prediction data. Regression/Classification. Given a drug SMILES string, predict its toxicity properties. Task type varies by dataset: regression for continuous values (e.g., LD50, hERG inhibition percentage) or binary classification for toxic/non-toxic outcomes (e.g., AMES mutagenicity, cardiotoxicity, hepatotoxicity). Dataset: skin_reaction. (1) The compound is COC1C=COC2(C)Oc3c(C)c(O)c4c(O)c(cc(O)c4c3C2=O)NC(=O)C(C)=CC=CC(C)C(O)C(C)C(O)C(C)C(OC(C)=O)C1C. The result is 0 (no skin reaction). (2) The compound is COc1ccc2[nH]c(=O)cc(C)c2c1. The result is 0 (no skin reaction). (3) The compound is Nc1ccc(N(CO)CCO)cc1[N+](=O)[O-]. The result is 1 (causes skin reaction). (4) The drug is Cc1cc(F)ccc1C1CC(=O)C=CN1C(=O)OCc1ccccc1. The result is 0 (no skin reaction). (5) The result is 1 (causes skin reaction). The molecule is O=CC=O. (6) The molecule is COc1ccc2nc(Cl)cc(C)c2c1. The result is 0 (no skin reaction). (7) The drug is CCCCCCC#CC(=O)OC. The result is 1 (causes skin reaction).